From a dataset of Reaction yield outcomes from USPTO patents with 853,638 reactions. Predict the reaction yield, written as a fraction of the theoretical maximum amount of product (1.0 means a 100% yield; for example, 0.34 means a 34% yield). (1) The reactants are CO[C:3](=[O:26])[C:4]1[CH:9]=[CH:8][C:7]([O:10][CH2:11][C:12]2[C:13]([C:18]3[CH:23]=[CH:22][C:21]([F:24])=[C:20]([F:25])[CH:19]=3)=[N:14][O:15][C:16]=2[CH3:17])=[N:6][CH:5]=1.[NH2:27][C:28]([CH3:32])([CH3:31])[CH2:29][OH:30]. No catalyst specified. The product is [F:25][C:20]1[CH:19]=[C:18]([C:13]2[C:12]([CH2:11][O:10][C:7]3[CH:8]=[CH:9][C:4]([C:3]([NH:27][C:28]([CH3:32])([CH3:31])[CH2:29][OH:30])=[O:26])=[CH:5][N:6]=3)=[C:16]([CH3:17])[O:15][N:14]=2)[CH:23]=[CH:22][C:21]=1[F:24]. The yield is 0.500. (2) The reactants are [F:1][C:2]1[CH:3]=[C:4]([NH:9][C:10]([CH:12]2[CH2:14][CH2:13]2)=[O:11])[CH:5]=[CH:6][C:7]=1[SH:8].[Cl:15][C:16]1[N:21]=[C:20](S(C)(=O)=O)[N:19]=[C:18]([NH:26][C:27]2[NH:31][N:30]=[C:29]([CH3:32])[CH:28]=2)[CH:17]=1. The catalyst is C(O)(C)(C)C.CCOC(C)=O. The product is [CH3:32][C:29]1[CH:28]=[C:27]([NH:26][C:18]2[CH:17]=[C:16]([Cl:15])[N:21]=[C:20]([S:8][C:7]3[CH:6]=[CH:5][C:4]([NH:9][C:10]([CH:12]4[CH2:13][CH2:14]4)=[O:11])=[CH:3][C:2]=3[F:1])[N:19]=2)[NH:31][N:30]=1. The yield is 0.400. (3) The yield is 0.990. No catalyst specified. The reactants are C([O:3][C:4](=[O:43])[CH2:5][N:6]([S:33]([N:36]1[CH2:41][CH2:40][N:39]([CH3:42])[CH2:38][CH2:37]1)(=[O:35])=[O:34])[CH2:7][C:8]1[CH:13]=[CH:12][CH:11]=[C:10]([O:14][CH2:15][CH2:16][C:17]2[N:18]=[C:19]([C:23]3[CH:28]=[CH:27][C:26]([C:29]([F:32])([F:31])[F:30])=[CH:25][CH:24]=3)[O:20][C:21]=2[CH3:22])[CH:9]=1)C.O.[OH-].[Li+]. The product is [CH3:42][N:39]1[CH2:38][CH2:37][N:36]([S:33]([N:6]([CH2:5][C:4]([OH:43])=[O:3])[CH2:7][C:8]2[CH:13]=[CH:12][CH:11]=[C:10]([O:14][CH2:15][CH2:16][C:17]3[N:18]=[C:19]([C:23]4[CH:24]=[CH:25][C:26]([C:29]([F:32])([F:31])[F:30])=[CH:27][CH:28]=4)[O:20][C:21]=3[CH3:22])[CH:9]=2)(=[O:34])=[O:35])[CH2:41][CH2:40]1. (4) The reactants are S(Cl)(Cl)=O.[Cl:5][C:6]1[CH:11]=[CH:10][C:9]([N+:12]([O-:14])=[O:13])=[CH:8][C:7]=1[S:15]([OH:18])(=O)=[O:16].C[N:20](C)C=O. No catalyst specified. The product is [Cl:5][C:6]1[CH:11]=[CH:10][C:9]([N+:12]([O-:14])=[O:13])=[CH:8][C:7]=1[S:15]([NH2:20])(=[O:18])=[O:16]. The yield is 0.424. (5) The reactants are [OH:1][C:2]1[CH:6]=[C:5]([C:7]([O:9][CH3:10])=[O:8])[N:4]([C:11]2[CH:16]=[CH:15][CH:14]=[CH:13][CH:12]=2)[N:3]=1.Cl[CH2:18][C:19]1[CH:37]=[CH:36][C:22]([O:23][CH2:24][C:25]2[N:26]=[C:27]([C:31]3[O:32][CH:33]=[CH:34][CH:35]=3)[O:28][C:29]=2[CH3:30])=[C:21]([O:38][CH3:39])[CH:20]=1.C(=O)([O-])[O-].[K+].[K+].CN(C)C=O. The catalyst is O. The product is [O:32]1[CH:33]=[CH:34][CH:35]=[C:31]1[C:27]1[O:28][C:29]([CH3:30])=[C:25]([CH2:24][O:23][C:22]2[CH:36]=[CH:37][C:19]([CH2:18][O:1][C:2]3[CH:6]=[C:5]([C:7]([O:9][CH3:10])=[O:8])[N:4]([C:11]4[CH:16]=[CH:15][CH:14]=[CH:13][CH:12]=4)[N:3]=3)=[CH:20][C:21]=2[O:38][CH3:39])[N:26]=1. The yield is 0.940. (6) The reactants are C(OC([NH:8][C@H:9]1[CH2:14][CH2:13][CH2:12][CH2:11][C@H:10]1[NH:15][C:16]1[CH:25]=[C:24]([C:26]#[N:27])[C:19]([C:20]([O:22][CH3:23])=[O:21])=[C:18]([NH:28][C:29]2[CH:34]=[CH:33][CH:32]=[C:31]([S:35]([CH3:38])(=[O:37])=[O:36])[CH:30]=2)[N:17]=1)=O)(C)(C)C.Cl. The catalyst is CC(O)=O. The product is [NH2:8][C@H:9]1[CH2:14][CH2:13][CH2:12][CH2:11][C@H:10]1[NH:15][C:16]1[CH:25]=[C:24]([C:26]#[N:27])[C:19]([C:20]([O:22][CH3:23])=[O:21])=[C:18]([NH:28][C:29]2[CH:34]=[CH:33][CH:32]=[C:31]([S:35]([CH3:38])(=[O:37])=[O:36])[CH:30]=2)[N:17]=1. The yield is 0.850. (7) The reactants are [Cl:1][C:2]([Cl:11])([Cl:10])[C:3]([C:5]1[NH:6][CH:7]=[CH:8][CH:9]=1)=[O:4].[Cl-].[Al+3].[Cl-].[Cl-].[C:16](Cl)(=[O:18])[CH3:17]. The catalyst is C(Cl)Cl.[N+](CC)([O-])=O. The product is [C:16]([C:8]1[CH:9]=[C:5]([C:3](=[O:4])[C:2]([Cl:1])([Cl:10])[Cl:11])[NH:6][CH:7]=1)(=[O:18])[CH3:17]. The yield is 0.860. (8) The reactants are [Cl:1][C:2]1[N:3]=[C:4]2[C:9](=[CH:10][CH:11]=1)[N:8]=[CH:7][C:6]([C:12]([CH:14]1[CH2:16][CH2:15]1)=[O:13])=[C:5]2[NH:17][C@H:18]1[CH2:23][CH2:22][C@H:21]([N:24]([CH3:26])[CH3:25])[CH2:20][CH2:19]1.[Cl:27][C:28]1[CH:33]=[C:32](B2OC(C)(C)C(C)(C)O2)[CH:31]=[C:30]([Cl:43])[C:29]=1[OH:44].C1(N)C(F)=C(F)C(F)=C(N)C=1F.Cl.Cl. No catalyst specified. The product is [ClH:1].[ClH:27].[CH:14]1([C:12]([C:6]2[CH:7]=[N:8][C:9]3[C:4]([C:5]=2[NH:17][C@H:18]2[CH2:23][CH2:22][C@H:21]([N:24]([CH3:26])[CH3:25])[CH2:20][CH2:19]2)=[N:3][C:2]([C:32]2[CH:33]=[C:28]([Cl:27])[C:29]([OH:44])=[C:30]([Cl:43])[CH:31]=2)=[CH:11][CH:10]=3)=[O:13])[CH2:15][CH2:16]1. The yield is 0.840. (9) The reactants are C1(S([N:10]2[C:14]3[N:15]=[C:16]([C:25]4[CH:30]=[CH:29][CH:28]=[CH:27][CH:26]=4)[N:17]=[C:18]([NH:19][CH2:20][C@H:21]([OH:24])[CH2:22][OH:23])[C:13]=3[CH:12]=[C:11]2[C:31]([N:33]2[CH2:38][CH2:37][C:36]([C:41]3[CH:46]=[CH:45][CH:44]=[CH:43][C:42]=3[Cl:47])([C:39]#[N:40])[CH2:35][CH2:34]2)=[O:32])(=O)=O)C=CC=CC=1.[OH-].[Na+].Cl. The catalyst is CO. The product is [Cl:47][C:42]1[CH:43]=[CH:44][CH:45]=[CH:46][C:41]=1[C:36]1([C:39]#[N:40])[CH2:37][CH2:38][N:33]([C:31]([C:11]2[NH:10][C:14]3[N:15]=[C:16]([C:25]4[CH:30]=[CH:29][CH:28]=[CH:27][CH:26]=4)[N:17]=[C:18]([NH:19][CH2:20][C@H:21]([OH:24])[CH2:22][OH:23])[C:13]=3[CH:12]=2)=[O:32])[CH2:34][CH2:35]1. The yield is 0.670. (10) The reactants are C(OC(=O)[NH:7][CH2:8][C:9]1[CH:10]=[C:11]([I:21])[C:12]2[O:16][C:15]([N:17]([CH3:19])[CH3:18])=[N:14][C:13]=2[CH:20]=1)(C)(C)C.FC(F)(F)C(O)=O. The catalyst is C(Cl)Cl. The product is [CH3:18][N:17]([CH3:19])[C:15]1[O:16][C:12]2[C:11]([I:21])=[CH:10][C:9]([CH2:8][NH2:7])=[CH:20][C:13]=2[N:14]=1. The yield is 0.700.